Dataset: Serine/threonine kinase 33 screen with 319,792 compounds. Task: Binary Classification. Given a drug SMILES string, predict its activity (active/inactive) in a high-throughput screening assay against a specified biological target. (1) The compound is O(C1CCCCC1)C(=O)c1cc2c(oc1=O)cccc2. The result is 0 (inactive). (2) The compound is S(Cc1nc2n(c(ccc2)C)c1)c1[nH]c2c(n1)ccc([N+]([O-])=O)c2. The result is 0 (inactive). (3) The drug is Clc1cc(NC(=O)C(Sc2nc([nH]n2)N)C)c(OC)cc1. The result is 0 (inactive). (4) The drug is S(=O)(=O)(N1CCOCC1)c1cc(c(F)cc1)C(OCC(=O)NCCc1ccc(F)cc1)=O. The result is 0 (inactive). (5) The compound is Brc1ccc(n2c(=O)n(nc2)c2ncccc2[N+]([O-])=O)cc1. The result is 0 (inactive).